Dataset: Full USPTO retrosynthesis dataset with 1.9M reactions from patents (1976-2016). Task: Predict the reactants needed to synthesize the given product. Given the product [Cl:3][C:4]1[N:9]=[CH:8][C:7]([CH2:10][NH:11][C:12](=[O:27])[C:13](=[N:15][N:16]([CH3:30])[C:17]2[CH:22]=[CH:21][C:20]([C:23]([F:24])([F:25])[F:26])=[CH:19][CH:18]=2)[CH3:14])=[CH:6][CH:5]=1, predict the reactants needed to synthesize it. The reactants are: [H-].[Na+].[Cl:3][C:4]1[N:9]=[CH:8][C:7]([CH2:10][NH:11][C:12](=[O:27])[C:13](=[N:15][NH:16][C:17]2[CH:22]=[CH:21][C:20]([C:23]([F:26])([F:25])[F:24])=[CH:19][CH:18]=2)[CH3:14])=[CH:6][CH:5]=1.CI.[C:30](OCC)(=O)C.